The task is: Regression. Given two drug SMILES strings and cell line genomic features, predict the synergy score measuring deviation from expected non-interaction effect.. This data is from NCI-60 drug combinations with 297,098 pairs across 59 cell lines. (1) Drug 1: CC1C(C(CC(O1)OC2CC(CC3=C2C(=C4C(=C3O)C(=O)C5=C(C4=O)C(=CC=C5)OC)O)(C(=O)CO)O)N)O.Cl. Drug 2: C1C(C(OC1N2C=NC(=NC2=O)N)CO)O. Cell line: SR. Synergy scores: CSS=34.5, Synergy_ZIP=-2.02, Synergy_Bliss=1.48, Synergy_Loewe=0.766, Synergy_HSA=1.27. (2) Drug 1: CC1=C(C(=CC=C1)Cl)NC(=O)C2=CN=C(S2)NC3=CC(=NC(=N3)C)N4CCN(CC4)CCO. Drug 2: C1=CC=C(C(=C1)C(C2=CC=C(C=C2)Cl)C(Cl)Cl)Cl. Cell line: HOP-62. Synergy scores: CSS=0.201, Synergy_ZIP=-0.0974, Synergy_Bliss=0.139, Synergy_Loewe=-0.419, Synergy_HSA=-1.37. (3) Drug 1: CC1OCC2C(O1)C(C(C(O2)OC3C4COC(=O)C4C(C5=CC6=C(C=C35)OCO6)C7=CC(=C(C(=C7)OC)O)OC)O)O. Drug 2: CC1=C(C=C(C=C1)NC(=O)C2=CC=C(C=C2)CN3CCN(CC3)C)NC4=NC=CC(=N4)C5=CN=CC=C5. Cell line: UO-31. Synergy scores: CSS=14.8, Synergy_ZIP=-1.69, Synergy_Bliss=3.03, Synergy_Loewe=-3.83, Synergy_HSA=0.878. (4) Drug 1: C1=C(C(=O)NC(=O)N1)N(CCCl)CCCl. Drug 2: CCCCC(=O)OCC(=O)C1(CC(C2=C(C1)C(=C3C(=C2O)C(=O)C4=C(C3=O)C=CC=C4OC)O)OC5CC(C(C(O5)C)O)NC(=O)C(F)(F)F)O. Cell line: UACC62. Synergy scores: CSS=31.4, Synergy_ZIP=-9.51, Synergy_Bliss=-2.75, Synergy_Loewe=-2.37, Synergy_HSA=-1.81. (5) Drug 1: C1=CN(C=N1)CC(O)(P(=O)(O)O)P(=O)(O)O. Drug 2: CC1=C(N=C(N=C1N)C(CC(=O)N)NCC(C(=O)N)N)C(=O)NC(C(C2=CN=CN2)OC3C(C(C(C(O3)CO)O)O)OC4C(C(C(C(O4)CO)O)OC(=O)N)O)C(=O)NC(C)C(C(C)C(=O)NC(C(C)O)C(=O)NCCC5=NC(=CS5)C6=NC(=CS6)C(=O)NCCC[S+](C)C)O. Cell line: K-562. Synergy scores: CSS=3.06, Synergy_ZIP=4.06, Synergy_Bliss=9.15, Synergy_Loewe=-3.51, Synergy_HSA=-0.880.